From a dataset of Catalyst prediction with 721,799 reactions and 888 catalyst types from USPTO. Predict which catalyst facilitates the given reaction. (1) Reactant: [CH:1]([S:9]([O-:12])(=[O:11])=[O:10])=[CH:2][C:3]1[CH:8]=[CH:7][CH:6]=[CH:5][CH:4]=1.[Na+].[F:14][C:15]([F:37])=[C:16]([F:36])[C:17]([F:35])([F:34])[C:18]([F:33])([F:32])[C:19]([F:31])([F:30])[C:20]([F:29])([F:28])[C:21]([F:27])([F:26])[C:22]([F:25])([F:24])[F:23].N(C(C)(C)C#N)=NC(C)(C)C#N. Product: [CH:1]([S:9]([O-:12])(=[O:10])=[O:11])=[CH:2][C:3]1[CH:8]=[CH:7][CH:6]=[CH:5][CH:4]=1.[F:14][C:15]([F:37])=[C:16]([F:36])[C:17]([F:34])([F:35])[C:18]([F:32])([F:33])[C:19]([F:30])([F:31])[C:20]([F:29])([F:28])[C:21]([F:27])([F:26])[C:22]([F:25])([F:24])[F:23]. The catalyst class is: 16. (2) Reactant: C(=O)([O-])[O-].[K+].[K+].[Si:7]([O:14][C@H:15]1[CH2:19][CH2:18][N:17]([CH2:20][C@@H:21]([NH:30][CH3:31])[C:22]2[CH:27]=[CH:26][CH:25]=[C:24]([O:28][CH3:29])[CH:23]=2)[CH2:16]1)([C:10]([CH3:13])([CH3:12])[CH3:11])([CH3:9])[CH3:8].[CH3:44][C:43]([O:42][C:40](O[C:40]([O:42][C:43]([CH3:46])([CH3:45])[CH3:44])=[O:41])=[O:41])([CH3:46])[CH3:45]. Product: [Si:7]([O:14][C@H:15]1[CH2:19][CH2:18][N:17]([CH2:20][C@@H:21]([N:30]([CH3:31])[C:40](=[O:41])[O:42][C:43]([CH3:44])([CH3:45])[CH3:46])[C:22]2[CH:27]=[CH:26][CH:25]=[C:24]([O:28][CH3:29])[CH:23]=2)[CH2:16]1)([C:10]([CH3:13])([CH3:12])[CH3:11])([CH3:8])[CH3:9]. The catalyst class is: 132. (3) Reactant: [C:1]([C:3]1[CH:14]=[CH:13][C:6]([CH2:7][N:8]2[CH2:12][CH2:11][CH2:10][CH2:9]2)=[CH:5][CH:4]=1)#[CH:2].CCN(C(C)C)C(C)C.[CH3:24][O:25][C:26](=[O:39])[CH:27]=[CH:28][C:29]1[CH:34]=[CH:33][C:32]([CH2:35][N:36]=[N+:37]=[N-:38])=[CH:31][CH:30]=1.O=C1O[C@H]([C@H](CO)O)C([O-])=C1O.[Na+]. Product: [CH3:24][O:25][C:26](=[O:39])[CH:27]=[CH:28][C:29]1[CH:34]=[CH:33][C:32]([CH2:35][N:36]2[CH:2]=[C:1]([C:3]3[CH:14]=[CH:13][C:6]([CH2:7][N:8]4[CH2:12][CH2:11][CH2:10][CH2:9]4)=[CH:5][CH:4]=3)[N:38]=[N:37]2)=[CH:31][CH:30]=1. The catalyst class is: 122. (4) Reactant: [Br:1][C:2]1[CH:3]=C[C:5](Cl)=[N:6][CH:7]=1.[F-].[K+].[C:11]([O:15][C:16]([N:18]1[CH2:23][CH2:22][CH:21]([NH:24][CH2:25][C:26]2[CH:31]=[C:30]([C:32]([F:35])([F:34])[F:33])[CH:29]=[C:28]([C:36]([F:39])([F:38])[F:37])[CH:27]=2)[CH2:20][CH:19]1[CH2:40][CH3:41])=[O:17])([CH3:14])([CH3:13])[CH3:12].C([N:45](CC)C(C)C)(C)C. Product: [C:11]([O:15][C:16]([N:18]1[CH2:23][CH2:22][CH:21]([N:24]([CH2:25][C:26]2[CH:31]=[C:30]([C:32]([F:34])([F:33])[F:35])[CH:29]=[C:28]([C:36]([F:39])([F:37])[F:38])[CH:27]=2)[C:5]2[N:45]=[CH:3][C:2]([Br:1])=[CH:7][N:6]=2)[CH2:20][CH:19]1[CH2:40][CH3:41])=[O:17])([CH3:14])([CH3:13])[CH3:12]. The catalyst class is: 9.